The task is: Token-level Classification. Given an antibody amino acid sequence, predict which amino acid positions are active in antigen binding. Output is a list of indices for active paratope positions.. This data is from Antibody paratope prediction from SAbDab with 1,023 antibody chains. Given the antibody sequence: QSALTQPASVSGSPGQSITISCTGTSTDVNGYNYVSWYQQYAGKAPKLIIFDVSKRPSGVSNRFSGSKSGDTASLTISGLQAEDEADYHCSSYTSSTPYVLFGGGTKLTVL, which amino acid positions are active in antigen binding (paratope)? The paratope positions are: [29, 30, 31, 97, 98].